Dataset: Full USPTO retrosynthesis dataset with 1.9M reactions from patents (1976-2016). Task: Predict the reactants needed to synthesize the given product. Given the product [C:14]1([S:20]([CH2:23][CH2:24][N:12]2[C:11]3[CH:10]=[CH:9][CH:8]=[CH:7][C:6]=3[C:5]3[C:13]2=[CH:1][CH:2]=[CH:3][CH:4]=3)(=[O:22])=[O:21])[CH:19]=[CH:18][CH:17]=[CH:16][CH:15]=1, predict the reactants needed to synthesize it. The reactants are: [CH:1]1[C:13]2[NH:12][C:11]3[C:6](=[CH:7][CH:8]=[CH:9][CH:10]=3)[C:5]=2[CH:4]=[CH:3][CH:2]=1.[C:14]1([S:20]([CH:23]=[CH2:24])(=[O:22])=[O:21])[CH:19]=[CH:18][CH:17]=[CH:16][CH:15]=1.[OH-].C([N+](C)(C)C)C1C=CC=CC=1.Cl.